The task is: Regression/Classification. Given a drug SMILES string, predict its absorption, distribution, metabolism, or excretion properties. Task type varies by dataset: regression for continuous measurements (e.g., permeability, clearance, half-life) or binary classification for categorical outcomes (e.g., BBB penetration, CYP inhibition). Dataset: cyp2d6_veith.. This data is from CYP2D6 inhibition data for predicting drug metabolism from PubChem BioAssay. The result is 0 (non-inhibitor). The compound is CC(=O)N[C@@H](Cc1c[nH]c2ccccc12)C(=O)OCc1cc(C(F)(F)F)cc(C(F)(F)F)c1.